From a dataset of Forward reaction prediction with 1.9M reactions from USPTO patents (1976-2016). Predict the product of the given reaction. (1) Given the reactants S(Cl)(Cl)=O.[F:5][C:6]([F:16])([F:15])[C:7]([C:9]1[CH:14]=[CH:13][CH:12]=[CH:11][CH:10]=1)=O.[CH3:17][O:18][C:19]([C:21]1[CH:26]=[CH:25][N:24]=[C:23]([NH2:27])[CH:22]=1)=[O:20].[OH-].[Na+], predict the reaction product. The product is: [F:5][C:6]([F:16])([F:15])/[C:7](=[N:27]\[C:23]1[CH:22]=[C:21]([CH:26]=[CH:25][N:24]=1)[C:19]([O:18][CH3:17])=[O:20])/[C:9]1[CH:14]=[CH:13][CH:12]=[CH:11][CH:10]=1. (2) Given the reactants F[C:2]1[CH:10]=[CH:9][C:5]([C:6]([OH:8])=[O:7])=[CH:4][C:3]=1[C:11]([F:14])([F:13])[F:12].[CH:15]1([OH:21])[CH2:20][CH2:19][CH2:18][CH2:17][CH2:16]1.[H-].[Na+].Cl, predict the reaction product. The product is: [CH:15]1([O:21][C:2]2[CH:10]=[CH:9][C:5]([C:6]([OH:8])=[O:7])=[CH:4][C:3]=2[C:11]([F:14])([F:13])[F:12])[CH2:20][CH2:19][CH2:18][CH2:17][CH2:16]1. (3) Given the reactants [CH2:1]([O:8][C:9]1[CH:10]=[CH:11][C:12]([C@@H:20]([O:23][Si:24]([C:27]([CH3:30])([CH3:29])[CH3:28])([CH3:26])[CH3:25])[CH2:21]Br)=[C:13]2[C:18]=1[NH:17][C:16](=[O:19])[CH:15]=[CH:14]2)[C:2]1[CH:7]=[CH:6][CH:5]=[CH:4][CH:3]=1.[F:31][C:32]([F:50])([C:44]1[CH:49]=[CH:48][CH:47]=[CH:46][CH:45]=1)[CH2:33][O:34][C:35]1[CH:36]=[C:37]([CH2:41][CH2:42][NH2:43])[CH:38]=[CH:39][CH:40]=1.C(=O)([O-])O.[Na+].[I-].[Na+], predict the reaction product. The product is: [CH2:1]([O:8][C:9]1[CH:10]=[CH:11][C:12]([C@@H:20]([O:23][Si:24]([C:27]([CH3:30])([CH3:29])[CH3:28])([CH3:26])[CH3:25])[CH2:21][NH:43][CH2:42][CH2:41][C:37]2[CH:38]=[CH:39][CH:40]=[C:35]([O:34][CH2:33][C:32]([F:31])([F:50])[C:44]3[CH:45]=[CH:46][CH:47]=[CH:48][CH:49]=3)[CH:36]=2)=[C:13]2[C:18]=1[NH:17][C:16](=[O:19])[CH:15]=[CH:14]2)[C:2]1[CH:7]=[CH:6][CH:5]=[CH:4][CH:3]=1. (4) Given the reactants [CH3:1][CH:2]([CH3:19])[CH2:3][C:4]1[NH:5][C:6]2[C:11]([CH:12]=1)=[C:10]([C:13]([F:16])([F:15])[F:14])[C:9]([C:17]#[N:18])=[CH:8][CH:7]=2.Cl[CH2:21][C:22]1[N:26]=[C:25]([C:27]2[CH:32]=[C:31]([F:33])[CH:30]=[C:29]([F:34])[CH:28]=2)[O:24][N:23]=1, predict the reaction product. The product is: [F:33][C:31]1[CH:32]=[C:27]([C:25]2[O:24][N:23]=[C:22]([CH2:21][N:5]3[C:6]4[C:11](=[C:10]([C:13]([F:16])([F:14])[F:15])[C:9]([C:17]#[N:18])=[CH:8][CH:7]=4)[CH:12]=[C:4]3[CH2:3][CH:2]([CH3:19])[CH3:1])[N:26]=2)[CH:28]=[C:29]([F:34])[CH:30]=1. (5) Given the reactants [C:1](/[N:3]=[CH:4]/OC)#[N:2].[CH2:7]([O:14][C@@H:15]1[C@H:19]([O:20][CH2:21][C:22]2[CH:27]=[CH:26][CH:25]=[CH:24][CH:23]=2)[C@@H:18]([CH2:28][O:29][CH2:30][C:31]2[CH:36]=[CH:35][CH:34]=[CH:33][CH:32]=2)[O:17][CH:16]1[C:37]1[CH:38]=[N:39][NH:40][C:41]=1[NH2:42])[C:8]1[CH:13]=[CH:12][CH:11]=[CH:10][CH:9]=1, predict the reaction product. The product is: [CH2:7]([O:14][C@@H:15]1[C@H:19]([O:20][CH2:21][C:22]2[CH:27]=[CH:26][CH:25]=[CH:24][CH:23]=2)[C@@H:18]([CH2:28][O:29][CH2:30][C:31]2[CH:36]=[CH:35][CH:34]=[CH:33][CH:32]=2)[O:17][C@H:16]1[C:37]1[CH:38]=[N:39][N:40]2[C:1]([NH2:2])=[N:3][CH:4]=[N:42][C:41]=12)[C:8]1[CH:9]=[CH:10][CH:11]=[CH:12][CH:13]=1. (6) Given the reactants [Cl:1][C:2]1[C:11]2[C:6](=[CH:7][C:8]([F:13])=[CH:9][C:10]=2[F:12])[N:5]=[C:4](C2C=CC=CC=2S(C)(=O)=O)[C:3]=1[CH3:24].[NH:25]1[CH2:30][CH2:29][O:28][CH2:27][CH2:26]1, predict the reaction product. The product is: [Cl:1][C:2]1[C:11]2[C:6](=[CH:7][C:8]([F:13])=[CH:9][C:10]=2[F:12])[N:5]=[C:4]([N:25]2[CH2:30][CH2:29][O:28][CH2:27][CH2:26]2)[C:3]=1[CH3:24]. (7) The product is: [C:7]([CH:6]([CH2:12][C:13]([C:15]1[CH:16]=[C:17]2[C:22](=[CH:23][CH:24]=1)[O:21][CH2:20][CH2:19][C:18]2([CH3:26])[CH3:25])=[O:14])[C:5]([O:4][CH2:2][CH3:3])=[O:10])(=[O:9])[CH3:8]. Given the reactants [Na].[CH2:2]([O:4][C:5](=[O:10])[CH2:6][C:7](=[O:9])[CH3:8])[CH3:3].Br[CH2:12][C:13]([C:15]1[CH:16]=[C:17]2[C:22](=[CH:23][CH:24]=1)[O:21][CH2:20][CH2:19][C:18]2([CH3:26])[CH3:25])=[O:14].O, predict the reaction product. (8) Given the reactants [F:1][C:2]1[CH:3]=[CH:4][CH:5]=[C:6]2[C:15]=1[C:14]([F:16])=[C:13]1[C:8]([CH2:9][CH:10]([CH3:17])[CH2:11][O:12]1)=[CH:7]2.[CH2:18]([Li])[CH2:19][CH2:20]C.CC(C)([O-])C.[K+].C(Br)CC, predict the reaction product. The product is: [F:1][C:2]1[C:3]([CH2:18][CH2:19][CH3:20])=[CH:4][CH:5]=[C:6]2[C:15]=1[C:14]([F:16])=[C:13]1[C:8]([CH2:9][CH:10]([CH3:17])[CH2:11][O:12]1)=[CH:7]2. (9) Given the reactants [CH:1]1([N:6]2[CH2:12][C:11]([CH2:14][CH3:15])([F:13])[C:10](=[O:16])[N:9]([CH3:17])[C:8]3[CH:18]=[N:19][C:20]([NH:22][C:23]4[CH:31]=[CH:30][C:26]([C:27]([OH:29])=O)=[CH:25][C:24]=4[O:32][CH3:33])=[N:21][C:7]2=3)[CH2:5][CH2:4][CH2:3][CH2:2]1.CN(C(ON1N=[N:49][C:44]2[CH:45]=C[CH:47]=[N:48][C:43]1=2)=[N+](C)C)C.F[P-](F)(F)(F)(F)F.Cl.CN1CC(N)C1, predict the reaction product. The product is: [CH:1]1([N:6]2[CH2:12][C:11]([CH2:14][CH3:15])([F:13])[C:10](=[O:16])[N:9]([CH3:17])[C:8]3[CH:18]=[N:19][C:20]([NH:22][C:23]4[CH:31]=[CH:30][C:26]([C:27]([NH:49][CH:44]5[CH2:43][N:48]([CH3:47])[CH2:45]5)=[O:29])=[CH:25][C:24]=4[O:32][CH3:33])=[N:21][C:7]2=3)[CH2:5][CH2:4][CH2:3][CH2:2]1.